Task: Regression/Classification. Given a drug SMILES string, predict its absorption, distribution, metabolism, or excretion properties. Task type varies by dataset: regression for continuous measurements (e.g., permeability, clearance, half-life) or binary classification for categorical outcomes (e.g., BBB penetration, CYP inhibition). Dataset: cyp2d6_veith.. Dataset: CYP2D6 inhibition data for predicting drug metabolism from PubChem BioAssay (1) The drug is COCCn1c(=O)c(-c2cccc(C#N)c2)nc2cnc(Oc3ccccc3)nc21. The result is 0 (non-inhibitor). (2) The drug is c1ccc(-c2nnc(SCCC3OCCCO3)o2)cc1. The result is 0 (non-inhibitor). (3) The molecule is COC(=O)Cn1c(C(=O)N2CCCC2)cc2c1C[C@H]1CN(C(=O)c3ccccc3)[C@@](Cc3ccc(F)cc3)(C(=O)OC)[C@@H]21. The result is 0 (non-inhibitor).